This data is from NCI-60 drug combinations with 297,098 pairs across 59 cell lines. The task is: Regression. Given two drug SMILES strings and cell line genomic features, predict the synergy score measuring deviation from expected non-interaction effect. (1) Drug 1: C1CC(=O)NC(=O)C1N2C(=O)C3=CC=CC=C3C2=O. Drug 2: B(C(CC(C)C)NC(=O)C(CC1=CC=CC=C1)NC(=O)C2=NC=CN=C2)(O)O. Cell line: SF-539. Synergy scores: CSS=47.1, Synergy_ZIP=4.00, Synergy_Bliss=-9.61, Synergy_Loewe=-68.8, Synergy_HSA=-21.6. (2) Drug 1: CCC1=CC2CC(C3=C(CN(C2)C1)C4=CC=CC=C4N3)(C5=C(C=C6C(=C5)C78CCN9C7C(C=CC9)(C(C(C8N6C)(C(=O)OC)O)OC(=O)C)CC)OC)C(=O)OC.C(C(C(=O)O)O)(C(=O)O)O. Drug 2: CCC1=C2CN3C(=CC4=C(C3=O)COC(=O)C4(CC)O)C2=NC5=C1C=C(C=C5)O. Cell line: SK-MEL-28. Synergy scores: CSS=42.3, Synergy_ZIP=-4.52, Synergy_Bliss=-0.0229, Synergy_Loewe=-1.58, Synergy_HSA=0.547.